Dataset: Catalyst prediction with 721,799 reactions and 888 catalyst types from USPTO. Task: Predict which catalyst facilitates the given reaction. (1) Reactant: [OH-].[Na+].[CH2:3]([N:5]([C:11]1[C:12]([F:22])=[C:13]([C:18]([F:21])=[CH:19][CH:20]=1)[C:14]([O:16]C)=[O:15])[S:6](=[O:10])(=[O:9])[NH:7][CH3:8])[CH3:4]. Product: [CH2:3]([N:5]([C:11]1[C:12]([F:22])=[C:13]([C:18]([F:21])=[CH:19][CH:20]=1)[C:14]([OH:16])=[O:15])[S:6](=[O:9])(=[O:10])[NH:7][CH3:8])[CH3:4]. The catalyst class is: 36. (2) Reactant: [F:1][C:2]([F:19])([F:18])[C:3]([N:5]1[CH2:9][CH2:8][CH:7]([C:10]2[CH:15]=[CH:14][CH:13]=[CH:12][C:11]=2[O:16]C)[CH2:6]1)=[O:4].B(Br)(Br)Br.C([O-])(O)=O.[Na+]. Product: [F:19][C:2]([F:1])([F:18])[C:3]([N:5]1[CH2:9][CH2:8][CH:7]([C:10]2[CH:15]=[CH:14][CH:13]=[CH:12][C:11]=2[OH:16])[CH2:6]1)=[O:4]. The catalyst class is: 2. (3) Reactant: [CH3:1][C@H:2]1[CH2:7][N:6]([C:8]2[C:13]([N+:14]([O-:16])=[O:15])=[CH:12][N:11]=[C:10]3[CH2:17][CH2:18][CH2:19][C:9]=23)[CH2:5][C@@H:4]([NH:20][C:21](=[O:27])[O:22][C:23]([CH3:26])([CH3:25])[CH3:24])[CH2:3]1.C1C=C(Cl)C=C(C(OO)=[O:36])C=1.[O-]S([O-])(=S)=O.[Na+].[Na+].[OH-].[Na+]. Product: [CH3:1][C@H:2]1[CH2:7][N:6]([C:8]2[C:13]([N+:14]([O-:16])=[O:15])=[CH:12][N+:11]([O-:36])=[C:10]3[CH2:17][CH2:18][CH2:19][C:9]=23)[CH2:5][C@@H:4]([NH:20][C:21](=[O:27])[O:22][C:23]([CH3:26])([CH3:25])[CH3:24])[CH2:3]1. The catalyst class is: 2. (4) Product: [CH3:31][C@@:30]1([C:29]([F:34])([F:33])[F:28])[NH:10][CH:7]([C:4]2[CH:5]=[CH:6][CH:1]=[CH:2][CH:3]=2)[CH2:8][O:9]1. Reactant: [CH:1]1[CH:6]=[CH:5][C:4]([CH:7]([NH2:10])[CH2:8][OH:9])=[CH:3][CH:2]=1.C1(C)C=CC(S([O-])(=O)=O)=CC=1.[NH+]1C=CC=CC=1.[F:28][C:29]([F:34])([F:33])[C:30](=O)[CH3:31]. The catalyst class is: 11. (5) Reactant: [O:1]1[C:5]2[CH:6]=[CH:7][CH:8]=[CH:9][C:4]=2[CH:3]=[C:2]1[C:10]([NH:12][C:13]1([C:19]([NH:21][CH:22]2[CH2:27][CH2:26][N:25]([C:28]3[CH:33]=[CH:32][C:31]([F:34])=[CH:30][C:29]=3[C:35]([F:38])([F:37])[F:36])[CH2:24][CH:23]2[OH:39])=[O:20])[CH2:18][CH2:17][CH2:16][CH2:15][CH2:14]1)=[O:11].C(N(CC)CC)C. Product: [O:1]1[C:5]2[CH:6]=[CH:7][CH:8]=[CH:9][C:4]=2[CH:3]=[C:2]1[C:10]([NH:12][C:13]1([C:19]([NH:21][CH:22]2[CH2:27][CH2:26][N:25]([C:28]3[CH:33]=[CH:32][C:31]([F:34])=[CH:30][C:29]=3[C:35]([F:37])([F:38])[F:36])[CH2:24][C:23]2=[O:39])=[O:20])[CH2:18][CH2:17][CH2:16][CH2:15][CH2:14]1)=[O:11]. The catalyst class is: 148.